Dataset: Reaction yield outcomes from USPTO patents with 853,638 reactions. Task: Predict the reaction yield, written as a fraction of the theoretical maximum amount of product (1.0 means a 100% yield; for example, 0.34 means a 34% yield). (1) The reactants are [C:1](N)(=[O:3])[CH3:2].C=O.O.Cl.[NH:9]([CH2:14][C:15]([OH:17])=[O:16])[CH2:10][C:11]([OH:13])=[O:12].C(NCC(O)=O)(=O)C. The catalyst is COCCOC. The product is [C:1]([N:9]([CH2:14][C:15]([OH:17])=[O:16])[CH2:10][C:11]([OH:13])=[O:12])(=[O:3])[CH3:2]. The yield is 0.870. (2) The yield is 0.620. The reactants are [CH3:1][O:2][CH:3]([O:15][CH3:16])[CH2:4][C:5]1[CH:14]=[CH:13][C:8]([C:9](OC)=[O:10])=[CH:7][CH:6]=1.[H-].[Al+3].[Li+].[H-].[H-].[H-].O.[OH-].[Na+]. The product is [CH3:16][O:15][CH:3]([O:2][CH3:1])[CH2:4][C:5]1[CH:14]=[CH:13][C:8]([CH2:9][OH:10])=[CH:7][CH:6]=1. The catalyst is C1COCC1.C(OCC)(=O)C.S([O-])([O-])(=O)=O.[Mg+2].